This data is from Choline transporter screen with 302,306 compounds. The task is: Binary Classification. Given a drug SMILES string, predict its activity (active/inactive) in a high-throughput screening assay against a specified biological target. The molecule is s1c2c(n(Cc3n(CCc4ccccc4)c(SC)nn3)c1=O)cccc2. The result is 0 (inactive).